From a dataset of Reaction yield outcomes from USPTO patents with 853,638 reactions. Predict the reaction yield, written as a fraction of the theoretical maximum amount of product (1.0 means a 100% yield; for example, 0.34 means a 34% yield). (1) The reactants are [Br:1][C:2]1[CH:7]=[CH:6][C:5]([C:8](=O)[CH2:9][CH2:10][CH2:11][NH:12]C(=O)OC(C)(C)C)=[CH:4][CH:3]=1.[OH-].[Na+]. The catalyst is C(O)(C(F)(F)F)=O. The product is [Br:1][C:2]1[CH:7]=[CH:6][C:5]([C:8]2[CH2:9][CH2:10][CH2:11][N:12]=2)=[CH:4][CH:3]=1. The yield is 0.800. (2) The reactants are [Br:1][C:2]1[CH:3]=[CH:4][C:5]2[S:9](=[O:11])(=[O:10])[NH:8][CH:7]([CH3:12])[C:6]=2[CH:13]=1.Cl[CH2:15][C@@H:16]1[CH2:20][O:19][C:18]([CH3:22])([CH3:21])[O:17]1.C([O-])([O-])=O.[K+].[K+].O. The catalyst is CN(C=O)C. The product is [Br:1][C:2]1[CH:3]=[CH:4][C:5]2[S:9](=[O:10])(=[O:11])[N:8]([CH2:15][C@@H:16]3[CH2:20][O:19][C:18]([CH3:22])([CH3:21])[O:17]3)[CH:7]([CH3:12])[C:6]=2[CH:13]=1. The yield is 0.540. (3) The reactants are [I:1][C:2]1[N:3]=[CH:4][NH:5][CH:6]=1.[Cl:7][C:8]1[CH:9]=[C:10](B(O)O)[CH:11]=[CH:12][CH:13]=1. The catalyst is C1COCC1.[Cu].CN(CCN(C)C)C. The product is [I:1][C:2]1[N:3]=[CH:4][N:5]([C:12]2[CH:11]=[CH:10][CH:9]=[C:8]([Cl:7])[CH:13]=2)[CH:6]=1. The yield is 0.480. (4) The reactants are I[CH2:2][C@@H:3]([CH3:17])[CH2:4][N:5]1[C:10]2[CH:11]=[C:12]([CH3:15])[CH:13]=[CH:14][C:9]=2[O:8][CH2:7][C:6]1=[O:16].CCN(CC)CC.[CH:25](=[C:29]1[CH2:34][CH2:33][NH:32][CH2:31][CH2:30]1)[CH2:26][CH2:27][CH3:28]. The catalyst is C(Cl)Cl.CC(C)=O.CO. The product is [CH:25](=[C:29]1[CH2:34][CH2:33][N:32]([CH2:2][C@@H:3]([CH3:17])[CH2:4][N:5]2[C:10]3[CH:11]=[C:12]([CH3:15])[CH:13]=[CH:14][C:9]=3[O:8][CH2:7][C:6]2=[O:16])[CH2:31][CH2:30]1)[CH2:26][CH2:27][CH3:28]. The yield is 0.580. (5) The reactants are CO[C:3]([C:5]1[O:6][CH:7]=[CH:8][C:9]=1[CH3:10])=[O:4].O.[NH2:12][NH2:13].C([SiH]([CH2:19][CH3:20])CC)C.[CH3:21]O. No catalyst specified. The product is [CH:19]([NH:12][NH:13][C:3]([C:5]1[O:6][CH:7]=[CH:8][C:9]=1[CH3:10])=[O:4])([CH3:20])[CH3:21]. The yield is 0.820. (6) The reactants are [Cl:1][C:2]1[C:7]([CH:8]=C)=[CH:6][N:5]=[C:4]([NH:10][C:11](=[O:13])[CH3:12])[CH:3]=1.N1C(C)=CC=CC=1C.CC([OH:26])(C)C.I([O-])(=O)(=O)=O.[Na+]. The catalyst is O1CCOCC1.O.[Os](=O)(=O)(=O)=O. The product is [Cl:1][C:2]1[C:7]([CH:8]=[O:26])=[CH:6][N:5]=[C:4]([NH:10][C:11](=[O:13])[CH3:12])[CH:3]=1. The yield is 0.920. (7) The yield is 0.890. The reactants are [Br:1][C:2]1[CH:7]=[CH:6][C:5]([NH:8][C:9]2[C:10]([C:19](O)=[O:20])=[CH:11][C:12]3[NH:16][CH:15]=[N:14][C:13]=3[C:17]=2[F:18])=[C:4]([Cl:22])[CH:3]=1.C1C=[CH:25][C:26]2N(O)N=N[C:27]=2[CH:28]=1.C(N(CC)CC)C.Cl.C1([N:44](C)[OH:45])CC1.CCN=C=NCCCN(C)C. The catalyst is CN(C=O)C.C(OCC)(=O)C.O. The product is [CH:26]1([CH2:25][O:45][NH:44][C:19]([C:10]2[C:9]([NH:8][C:5]3[CH:6]=[CH:7][C:2]([Br:1])=[CH:3][C:4]=3[Cl:22])=[C:17]([F:18])[C:13]3[N:14]=[CH:15][NH:16][C:12]=3[CH:11]=2)=[O:20])[CH2:27][CH2:28]1. (8) The reactants are [Br:1][C:2]1[C:3](F)=[C:4]2[C:10]([NH:11][C:12](=[O:17])[CH2:13][CH:14]([CH3:16])[CH3:15])=[CH:9][NH:8][C:5]2=[N:6][CH:7]=1.[NH:19]1[CH2:24][CH2:23][CH2:22][C@@H:21]([NH:25][C:26](=[O:32])[O:27][C:28]([CH3:31])([CH3:30])[CH3:29])[CH2:20]1.C(N(CC)CC)C. The catalyst is CCCCO. The product is [Br:1][C:2]1[C:3]([N:19]2[CH2:24][CH2:23][CH2:22][C@@H:21]([NH:25][C:26](=[O:32])[O:27][C:28]([CH3:30])([CH3:29])[CH3:31])[CH2:20]2)=[C:4]2[C:10]([NH:11][C:12](=[O:17])[CH2:13][CH:14]([CH3:16])[CH3:15])=[CH:9][NH:8][C:5]2=[N:6][CH:7]=1. The yield is 0.390.